This data is from Full USPTO retrosynthesis dataset with 1.9M reactions from patents (1976-2016). The task is: Predict the reactants needed to synthesize the given product. (1) Given the product [F:1][C:2]1[N:6]([CH3:7])[N:5]=[C:4]([C:8]([F:10])([F:9])[F:11])[C:3]=1[CH2:12][OH:13], predict the reactants needed to synthesize it. The reactants are: [F:1][C:2]1[N:6]([CH3:7])[N:5]=[C:4]([C:8]([F:11])([F:10])[F:9])[C:3]=1[CH:12]=[O:13].[BH4-].[Na+].O.C(OCC)(=O)C. (2) Given the product [C:19]([C:16]1[CH:17]=[CH:18][C:13]([N:12]([C:10]2[CH:9]=[CH:8][C:7]3[B:30]([OH:31])[O:4][CH2:5][C:6]=3[CH:11]=2)[C:23](=[O:24])[O:25][C:26]([CH3:27])([CH3:29])[CH3:28])=[N:14][C:15]=1[O:21][CH3:22])#[N:20], predict the reactants needed to synthesize it. The reactants are: C([O:4][CH2:5][C:6]1[CH:11]=[C:10]([N:12]([C:23]([O:25][C:26]([CH3:29])([CH3:28])[CH3:27])=[O:24])[C:13]2[CH:18]=[CH:17][C:16]([C:19]#[N:20])=[C:15]([O:21][CH3:22])[N:14]=2)[CH:9]=[CH:8][C:7]=1[B:30]1OC(C)(C)C(C)(C)[O:31]1)(=O)C.[OH-].[Na+].Cl. (3) Given the product [CH3:1][C:2]1[CH:7]=[CH:6][C:5]([NH:8][C:9](=[O:26])[C:10]2[CH:15]=[C:14]([C:16]([F:19])([F:18])[F:17])[CH:13]=[C:12]([N:20]3[CH:24]=[C:23]([CH3:25])[N:22]=[CH:21]3)[CH:11]=2)=[CH:4][C:3]=1[NH:27][C:28]([N:30]1[C:34]2[N:35]=[CH:36][N:37]=[C:38]([NH:40][C:41]3[CH:49]=[CH:48][CH:47]=[C:43]([C:44](=[O:45])[NH2:46])[CH:42]=3)[C:33]=2[CH:32]=[CH:31]1)=[O:29], predict the reactants needed to synthesize it. The reactants are: [CH3:1][C:2]1[CH:7]=[CH:6][C:5]([NH:8][C:9](=[O:26])[C:10]2[CH:15]=[C:14]([C:16]([F:19])([F:18])[F:17])[CH:13]=[C:12]([N:20]3[CH:24]=[C:23]([CH3:25])[N:22]=[CH:21]3)[CH:11]=2)=[CH:4][C:3]=1[NH:27][C:28]([N:30]1[C:34]2[N:35]=[CH:36][N:37]=[C:38](Cl)[C:33]=2[CH:32]=[CH:31]1)=[O:29].[NH2:40][C:41]1[CH:42]=[C:43]([CH:47]=[CH:48][CH:49]=1)[C:44]([NH2:46])=[O:45]. (4) Given the product [CH3:34][C:33]1[CH:35]=[CH:36][C:30]([S:27]([O:14][CH2:13][C@@H:12]([C:11]2[C:2]([Br:1])=[C:3]3[C:8](=[CH:9][C:10]=2[CH3:16])[N:7]=[CH:6][CH:5]=[CH:4]3)[OH:15])(=[O:29])=[O:28])=[CH:31][CH:32]=1, predict the reactants needed to synthesize it. The reactants are: [Br:1][C:2]1[C:11]([C@@H:12]([OH:15])[CH2:13][OH:14])=[C:10]([CH3:16])[CH:9]=[C:8]2[C:3]=1[CH:4]=[CH:5][CH:6]=[N:7]2.C([Sn](=O)CCCC)CCC.[S:27](Cl)([C:30]1[CH:36]=[CH:35][C:33]([CH3:34])=[CH:32][CH:31]=1)(=[O:29])=[O:28].CCN(CC)CC. (5) Given the product [CH:25]([NH:38][C:39](=[O:42])[CH2:40][N:8]1[CH2:16][C:15]2[C:10](=[CH:11][CH:12]=[CH:13][C:14]=2[O:17][CH3:18])[CH2:9]1)([C:32]1[CH:37]=[CH:36][CH:35]=[CH:34][CH:33]=1)[C:26]1[CH:31]=[CH:30][CH:29]=[CH:28][CH:27]=1, predict the reactants needed to synthesize it. The reactants are: C([N:8]1[CH2:16][C:15]2[C:10](=[CH:11][CH:12]=[CH:13][C:14]=2[O:17][CH3:18])[CH2:9]1)C1C=CC=CC=1.C([O-])([O-])=O.[K+].[K+].[CH:25]([NH:38][C:39](=[O:42])[CH2:40]Cl)([C:32]1[CH:37]=[CH:36][CH:35]=[CH:34][CH:33]=1)[C:26]1[CH:31]=[CH:30][CH:29]=[CH:28][CH:27]=1.